Task: Predict the reactants needed to synthesize the given product.. Dataset: Full USPTO retrosynthesis dataset with 1.9M reactions from patents (1976-2016) The reactants are: [NH2:1][C:2]1[CH:3]=[CH:4][C:5]2[O:10][CH2:9][CH2:8][N:7]([C:11]3[S:12][C:13]4[C:14](=[O:22])[NH:15][C:16]([CH3:21])([CH3:20])[CH2:17][C:18]=4[N:19]=3)[C:6]=2[CH:23]=1.Br[C:25]1[CH:26]=[CH:27][C:28]([CH3:31])=[N:29][CH:30]=1.CC(C)([O-])C.[Na+]. Given the product [CH3:20][C:16]1([CH3:21])[NH:15][C:14](=[O:22])[C:13]2[S:12][C:11]([N:7]3[C:6]4[CH:23]=[C:2]([NH:1][C:25]5[CH:30]=[N:29][C:28]([CH3:31])=[CH:27][CH:26]=5)[CH:3]=[CH:4][C:5]=4[O:10][CH2:9][CH2:8]3)=[N:19][C:18]=2[CH2:17]1, predict the reactants needed to synthesize it.